From a dataset of Reaction yield outcomes from USPTO patents with 853,638 reactions. Predict the reaction yield, written as a fraction of the theoretical maximum amount of product (1.0 means a 100% yield; for example, 0.34 means a 34% yield). (1) The reactants are [CH2:1]([NH:8][C:9](=[O:15])[CH:10](Br)[CH2:11][O:12][CH3:13])[C:2]1[CH:7]=[CH:6][CH:5]=[CH:4][CH:3]=1.[N-:16]=[N+:17]=[N-:18].[Na+]. The catalyst is CO.C1(C)C=CC=CC=1. The product is [CH2:1]([NH:8][C:9](=[O:15])[CH:10]([N:16]=[N+:17]=[N-:18])[CH2:11][O:12][CH3:13])[C:2]1[CH:7]=[CH:6][CH:5]=[CH:4][CH:3]=1. The yield is 0.936. (2) The reactants are S([O-])([O-])(=O)=O.[Na+].[Na+].[OH-].[K+].[CH2:10]([O:12][P:13]([CH2:18][C:19]1[CH:24]=[CH:23][C:22]([C:25](=[N:32][NH2:33])[C:26]2[CH:31]=[CH:30][CH:29]=[CH:28][CH:27]=2)=[CH:21][CH:20]=1)(=[O:17])[O:14][CH2:15][CH3:16])[CH3:11]. The catalyst is C(O)C.C1COCC1.[Hg]=O. The product is [CH2:10]([O:12][P:13]([CH2:18][C:19]1[CH:24]=[CH:23][C:22]([C:25](=[N+:32]=[N-:33])[C:26]2[CH:31]=[CH:30][CH:29]=[CH:28][CH:27]=2)=[CH:21][CH:20]=1)(=[O:17])[O:14][CH2:15][CH3:16])[CH3:11]. The yield is 0.890. (3) The product is [CH:11]([O:14][C:15]([N:17]1[C:26]2[C:21](=[CH:22][C:23]([C:27]([F:30])([F:29])[F:28])=[CH:24][CH:25]=2)[C@@H:20]([N:31]([CH2:37][C:38]2[CH:43]=[C:42]([C:44]([F:45])([F:46])[F:47])[CH:41]=[C:40]([C:48]([F:49])([F:50])[F:51])[CH:39]=2)[C:32]2[N:33]=[N:34][N:35]([C:1]([CH3:4])([CH3:3])[CH3:2])[N:36]=2)[CH2:19][C@H:18]1[CH2:52][CH3:53])=[O:16])([CH3:13])[CH3:12]. The reactants are [C:1](O)([CH3:4])([CH3:3])[CH3:2].S(=O)(=O)(O)O.[CH:11]([O:14][C:15]([N:17]1[C:26]2[C:21](=[CH:22][C:23]([C:27]([F:30])([F:29])[F:28])=[CH:24][CH:25]=2)[C@@H:20]([N:31]([CH2:37][C:38]2[CH:43]=[C:42]([C:44]([F:47])([F:46])[F:45])[CH:41]=[C:40]([C:48]([F:51])([F:50])[F:49])[CH:39]=2)[C:32]2[NH:36][N:35]=[N:34][N:33]=2)[CH2:19][C@H:18]1[CH2:52][CH3:53])=[O:16])([CH3:13])[CH3:12].FC(F)(F)C(O)=O. The yield is 0.560. No catalyst specified. (4) The reactants are [Cl-].O[NH3+:3].[C:4](=[O:7])([O-])[OH:5].[Na+].CS(C)=O.[O:13]=[C:14]1[C:19]([CH2:20][C:21]2[CH:26]=[CH:25][C:24]([C:27]3[C:28]([C:33]#[N:34])=[CH:29][CH:30]=[CH:31][CH:32]=3)=[CH:23][CH:22]=2)=[C:18]([CH2:35][CH2:36][CH3:37])[N:17]2[N:38]=[CH:39][N:40]=[C:16]2[N:15]1[CH:41]1[CH2:46][CH2:45][CH2:44][O:43][CH2:42]1. The catalyst is C(OCC)(=O)C. The product is [O:7]=[C:4]1[O:5][N:3]=[C:33]([C:28]2[CH:29]=[CH:30][CH:31]=[CH:32][C:27]=2[C:24]2[CH:23]=[CH:22][C:21]([CH2:20][C:19]3[C:14](=[O:13])[N:15]([CH:41]4[CH2:46][CH2:45][CH2:44][O:43][CH2:42]4)[C:16]4[N:17]([N:38]=[CH:39][N:40]=4)[C:18]=3[CH2:35][CH2:36][CH3:37])=[CH:26][CH:25]=2)[NH:34]1. The yield is 0.180.